This data is from Forward reaction prediction with 1.9M reactions from USPTO patents (1976-2016). The task is: Predict the product of the given reaction. (1) The product is: [CH:58]1([CH2:57][NH:56][C:53]2[N:52]=[C:51]([C@@H:61]([NH:71][C:72](=[O:90])[CH2:73][N:74]3[C:82]4[C:81]([F:83])([F:84])[CH2:80][CH2:79][C:78]([F:85])([F:86])[C:77]=4[C:76]([CH:87]([F:89])[F:88])=[N:75]3)[CH2:62][C:63]3[CH:64]=[C:65]([F:70])[CH:66]=[C:67]([F:69])[CH:68]=3)[C:50]([C:34]3[CH:35]=[CH:36][C:37]([F:43])=[C:38]([CH:42]=3)[C:39]([NH2:41])=[O:40])=[CH:55][N:54]=2)[CH2:59][CH2:60]1. Given the reactants FC1C=C(C[C@H](C2C([C:34]3[CH:35]=[CH:36][C:37]([F:43])=[C:38]([CH:42]=3)[C:39]([NH2:41])=[O:40])=CN=C(NCCOC)N=2)NC(=O)CN2C3CCCCC=3C(C(F)(F)F)=N2)C=C(F)C=1.Br[C:50]1[C:51]([C@@H:61]([NH:71][C:72](=[O:90])[CH2:73][N:74]2[C:82]3[C:81]([F:84])([F:83])[CH2:80][CH2:79][C:78]([F:86])([F:85])[C:77]=3[C:76]([CH:87]([F:89])[F:88])=[N:75]2)[CH2:62][C:63]2[CH:68]=[C:67]([F:69])[CH:66]=[C:65]([F:70])[CH:64]=2)=[N:52][C:53]([NH:56][CH2:57][CH:58]2[CH2:60][CH2:59]2)=[N:54][CH:55]=1, predict the reaction product. (2) Given the reactants [NH:1]([C:25]([O:27][C:28]([CH3:31])([CH3:30])[CH3:29])=[O:26])[CH2:2][C:3]([NH:5][CH2:6][C:7]([NH:9][C@H:10]([C:18]([NH:20][CH2:21][C:22](O)=[O:23])=[O:19])[CH2:11][C:12]1[CH:17]=[CH:16][CH:15]=[CH:14][CH:13]=1)=[O:8])=[O:4].ON1C(=O)CCC1=O.C1CCC(N=C=NC2CCCCC2)CC1.C1(C)C=CC(S(O)(=O)=O)=CC=1.[CH2:66]([O:73][C:74](=[O:80])[CH2:75][CH2:76][CH2:77][CH2:78][NH2:79])[C:67]1[CH:72]=[CH:71][CH:70]=[CH:69][CH:68]=1, predict the reaction product. The product is: [NH:1]([C:25]([O:27][C:28]([CH3:31])([CH3:30])[CH3:29])=[O:26])[CH2:2][C:3]([NH:5][CH2:6][C:7]([NH:9][C@H:10]([C:18]([NH:20][CH2:21][C:22]([NH:79][CH2:78][CH2:77][CH2:76][CH2:75][C:74]([O:73][CH2:66][C:67]1[CH:72]=[CH:71][CH:70]=[CH:69][CH:68]=1)=[O:80])=[O:23])=[O:19])[CH2:11][C:12]1[CH:13]=[CH:14][CH:15]=[CH:16][CH:17]=1)=[O:8])=[O:4]. (3) Given the reactants C[O:2][C:3](=[O:22])[C:4]1[CH:16]=[C:15](C(=O)C(C)C)[CH:14]=[C:6]([C:7]([N:9]([CH3:13])[CH2:10][CH2:11][CH3:12])=[O:8])[CH:5]=1.[OH-:23].[Na+].Cl, predict the reaction product. The product is: [C:3]([C:5]1[C:6]([C:7]([N:9]([CH3:13])[CH2:10][CH2:11][CH3:12])=[O:8])=[CH:14][CH:15]=[CH:16][C:4]=1[C:3]([OH:2])=[O:22])(=[O:23])[CH:4]([CH3:16])[CH3:5]. (4) Given the reactants Br[C:2]1[CH:23]=[CH:22][C:5]2[C:6]3[N:7]([CH:11]=[C:12]([C:14]4[N:18]([CH:19]([CH3:21])[CH3:20])[N:17]=[CH:16][N:15]=4)[N:13]=3)[CH2:8][CH2:9][O:10][C:4]=2[CH:3]=1.[CH3:24][C:25]1([CH3:41])[C:29]([CH3:31])([CH3:30])[O:28][B:27]([B:27]2[O:28][C:29]([CH3:31])([CH3:30])[C:25]([CH3:41])([CH3:24])[O:26]2)[O:26]1.CC([O-])=O.[K+], predict the reaction product. The product is: [CH:19]([N:18]1[C:14]([C:12]2[N:13]=[C:6]3[C:5]4[CH:22]=[CH:23][C:2]([B:27]5[O:28][C:29]([CH3:31])([CH3:30])[C:25]([CH3:41])([CH3:24])[O:26]5)=[CH:3][C:4]=4[O:10][CH2:9][CH2:8][N:7]3[CH:11]=2)=[N:15][CH:16]=[N:17]1)([CH3:21])[CH3:20]. (5) Given the reactants C([N:3]([CH2:6][CH3:7])[CH2:4]C)C.C[C:9]([CH3:14])(C)[C:10]([Cl:12])=O.[Li]CCCC.[CH2:20]([C@H:27]1[CH2:31][O:30][C:29](=[O:32])[NH:28]1)[C:21]1[CH:26]=[CH:25][CH:24]=[CH:23][CH:22]=1.[O:33]1[CH2:37][CH2:36]NC1=O, predict the reaction product. The product is: [CH2:20]([C@H:27]1[CH2:31][O:30][C:29](=[O:32])[N:28]1[C:37](=[O:33])/[CH:36]=[CH:7]/[C:6]1[CH:14]=[CH:9][C:10]([Cl:12])=[CH:4][N:3]=1)[C:21]1[CH:22]=[CH:23][CH:24]=[CH:25][CH:26]=1. (6) Given the reactants [CH2:1]([O:3][C:4]([C:6]1[C:14]2[C:9](=[CH:10][CH:11]=[C:12]([OH:15])[CH:13]=2)[N:8]([C:16]2[CH:21]=[CH:20][C:19]([N:22]([CH3:24])[CH3:23])=[CH:18][CH:17]=2)[C:7]=1[CH2:25][C:26]([O:28][CH2:29][CH3:30])=[O:27])=[O:5])[CH3:2].[F:31][C:32]([F:44])([F:43])[O:33][C:34]1[CH:39]=[CH:38][C:37](B(O)O)=[CH:36][CH:35]=1, predict the reaction product. The product is: [CH2:1]([O:3][C:4]([C:6]1[C:14]2[C:9](=[CH:10][CH:11]=[C:12]([O:15][C:37]3[CH:36]=[CH:35][C:34]([O:33][C:32]([F:31])([F:43])[F:44])=[CH:39][CH:38]=3)[CH:13]=2)[N:8]([C:16]2[CH:21]=[CH:20][C:19]([N:22]([CH3:24])[CH3:23])=[CH:18][CH:17]=2)[C:7]=1[CH2:25][C:26]([O:28][CH2:29][CH3:30])=[O:27])=[O:5])[CH3:2]. (7) Given the reactants [CH:1]([O:4][C:5]1[N:10]=[C:9]([C:11]2[CH:12]=[C:13]3[C:17](=[CH:18][CH:19]=2)[N:16](S(C2C=CC(C)=CC=2)(=O)=O)[CH:15]=[C:14]3[C:30]2[N:35]=[C:34]([NH:36][C@@H:37]3[CH2:42][CH2:41][CH2:40][N:39]([C:43]([O:45][C:46]([CH3:49])([CH3:48])[CH3:47])=[O:44])[CH2:38]3)[CH:33]=[N:32][CH:31]=2)[CH:8]=[N:7][CH:6]=1)([CH3:3])[CH3:2], predict the reaction product. The product is: [CH:1]([O:4][C:5]1[N:10]=[C:9]([C:11]2[CH:12]=[C:13]3[C:17](=[CH:18][CH:19]=2)[NH:16][CH:15]=[C:14]3[C:30]2[N:35]=[C:34]([NH:36][C@@H:37]3[CH2:42][CH2:41][CH2:40][N:39]([C:43]([O:45][C:46]([CH3:48])([CH3:47])[CH3:49])=[O:44])[CH2:38]3)[CH:33]=[N:32][CH:31]=2)[CH:8]=[N:7][CH:6]=1)([CH3:3])[CH3:2].